This data is from Forward reaction prediction with 1.9M reactions from USPTO patents (1976-2016). The task is: Predict the product of the given reaction. Given the reactants [N:1]1[CH:6]=[CH:5][CH:4]=[CH:3][CH:2]=1.Cl[C:8]([O:10][CH2:11][CH3:12])=[O:9].[C:13]1([Mg]Cl)[CH:18]=[CH:17][CH:16]=[CH:15][CH:14]=1, predict the reaction product. The product is: [CH2:11]([O:10][C:8]([N:1]1[CH:6]=[CH:5][CH:4]([C:13]2[CH:18]=[CH:17][CH:16]=[CH:15][CH:14]=2)[CH:3]=[CH:2]1)=[O:9])[CH3:12].